This data is from CYP2C9 inhibition data for predicting drug metabolism from PubChem BioAssay. The task is: Regression/Classification. Given a drug SMILES string, predict its absorption, distribution, metabolism, or excretion properties. Task type varies by dataset: regression for continuous measurements (e.g., permeability, clearance, half-life) or binary classification for categorical outcomes (e.g., BBB penetration, CYP inhibition). Dataset: cyp2c9_veith. (1) The compound is Cc1nc(N2CCN(S(=O)(=O)c3ccccc3)CC2)c2c3c(sc2n1)CC(C)CC3. The result is 1 (inhibitor). (2) The molecule is CN(C)Cc1ccc(-c2cc3onc(-c4ccccc4)c3c(=O)n2C)cc1. The result is 0 (non-inhibitor). (3) The molecule is CC1=CC(C)(C)N(C(=O)c2ccccc2)c2ccc(C)cc21. The result is 1 (inhibitor).